Dataset: Forward reaction prediction with 1.9M reactions from USPTO patents (1976-2016). Task: Predict the product of the given reaction. Given the reactants C[N:2]([CH:4]=O)C.[Cl:6][C:7]1[CH:8]=[C:9]2[C:25](=[CH:26][CH:27]=1)[C:13]1[N:14]=[C:15]([C:17]3[C:22](Br)=[CH:21][CH:20]=[CH:19][C:18]=3Br)[NH:16][C:12]=1[C:11]1[S:28][CH:29]=[CH:30][C:10]2=1.[C:31]([Cu])#[N:32], predict the reaction product. The product is: [Cl:6][C:7]1[CH:8]=[C:9]2[C:25](=[CH:26][CH:27]=1)[C:13]1[N:14]=[C:15]([C:17]3[C:22]([C:4]#[N:2])=[CH:21][CH:20]=[CH:19][C:18]=3[C:31]#[N:32])[NH:16][C:12]=1[C:11]1[S:28][CH:29]=[CH:30][C:10]2=1.